Dataset: Peptide-MHC class I binding affinity with 185,985 pairs from IEDB/IMGT. Task: Regression. Given a peptide amino acid sequence and an MHC pseudo amino acid sequence, predict their binding affinity value. This is MHC class I binding data. The peptide sequence is VSDGGPNLY. The MHC is HLA-A31:01 with pseudo-sequence HLA-A31:01. The binding affinity (normalized) is 0.0847.